Task: Predict the product of the given reaction.. Dataset: Forward reaction prediction with 1.9M reactions from USPTO patents (1976-2016) (1) Given the reactants [OH-].[Na+].Cl[CH2:4][C@H:5]([OH:18])[CH2:6][C:7]1[CH:12]=[CH:11][C:10]([F:13])=[C:9]([C:14]([F:17])([F:16])[F:15])[CH:8]=1.S(O)(O)(=O)=O.[NH2:24][CH2:25][CH3:26].C1(C)C=CC=CC=1, predict the reaction product. The product is: [F:13][C:10]1[CH:11]=[CH:12][C:7]([CH2:6][C@H:5]2[O:18][CH2:26][CH2:25][NH:24][CH2:4]2)=[CH:8][C:9]=1[C:14]([F:17])([F:16])[F:15]. (2) Given the reactants Br[C:2]1[CH:3]=[C:4]([N:8]([CH3:51])[C:9]([N:11]2[C:15]3[N:16]=[C:17]([N:45]4[CH2:50][CH2:49][O:48][CH2:47][CH2:46]4)[N:18]=[C:19]([C:20]4[CH:21]=[N:22][C:23]([N:26](CC5C=CC(OC)=CC=5)CC5C=CC(OC)=CC=5)=[N:24][CH:25]=4)[C:14]=3[CH2:13][CH2:12]2)=[O:10])[CH:5]=[CH:6][CH:7]=1.[NH:52]1[CH2:57][CH2:56][O:55][CH2:54][CH2:53]1.N1(C2C=C(NC(N3C4N=C(N5CCOCC5)N=C(C5C=NC(N(CC6C=CC(OC)=CC=6)CC6C=CC(OC)=CC=6)=NC=5)C=4CC3)=O)C=CC=2)CCOCC1, predict the reaction product. The product is: [CH3:51][N:8]([C:4]1[CH:5]=[CH:6][CH:7]=[C:2]([N:52]2[CH2:57][CH2:56][O:55][CH2:54][CH2:53]2)[CH:3]=1)[C:9]([N:11]1[C:15]2[N:16]=[C:17]([N:45]3[CH2:50][CH2:49][O:48][CH2:47][CH2:46]3)[N:18]=[C:19]([C:20]3[CH:21]=[N:22][C:23]([NH2:26])=[N:24][CH:25]=3)[C:14]=2[CH2:13][CH2:12]1)=[O:10].